This data is from Reaction yield outcomes from USPTO patents with 853,638 reactions. The task is: Predict the reaction yield, written as a fraction of the theoretical maximum amount of product (1.0 means a 100% yield; for example, 0.34 means a 34% yield). (1) The yield is 0.940. The reactants are [F:1][C:2]([F:12])([F:11])[CH2:3][CH2:4][S:5][CH2:6][CH2:7][C:8]([OH:10])=O.[Cl:13][C:14]1(NCC)[CH:18]=[CH:17][N:16]([C:19]2[CH:20]=[N:21][CH:22]=[CH:23][CH:24]=2)[NH:15]1.[CH:28]([N:31](C(C)C)CC)(C)[CH3:29]. The product is [Cl:13][C:14]1[C:18]([N:31]([CH2:28][CH3:29])[C:8](=[O:10])[CH2:7][CH2:6][S:5][CH2:4][CH2:3][C:2]([F:1])([F:12])[F:11])=[CH:17][N:16]([C:19]2[CH:20]=[N:21][CH:22]=[CH:23][CH:24]=2)[N:15]=1. The catalyst is C(OCC)(=O)C. (2) The reactants are [CH3:1][O:2][C:3]1[C:8]2[O:9][CH2:10][O:11][C:7]=2[CH:6]=[C:5]([C:12](OC)=[O:13])[CH:4]=1.[H-].[H-].[H-].[H-].[Li+].[Al+3].O.[OH-].[Na+]. The catalyst is C1COCC1. The product is [CH3:1][O:2][C:3]1[C:8]2[O:9][CH2:10][O:11][C:7]=2[CH:6]=[C:5]([CH2:12][OH:13])[CH:4]=1. The yield is 0.520.